Task: Predict the reactants needed to synthesize the given product.. Dataset: Full USPTO retrosynthesis dataset with 1.9M reactions from patents (1976-2016) (1) Given the product [Cl:1][C:2]1[CH:3]=[C:4]2[CH:5]=[C:6]([CH2:19][Cl:20])[N:7]([CH2:11][CH2:12][CH:13]3[CH2:14][S:15][CH2:18]3)[C:8]2=[CH:9][N:27]=1, predict the reactants needed to synthesize it. The reactants are: [Cl:1][C:2]1[CH:3]=[C:4]2[C:8](=[CH:9]C=1)[N:7]([CH2:11][CH2:12][CH2:13][CH2:14][S:15]([CH3:18])(=O)=O)[C:6]([CH2:19][Cl:20])=[CH:5]2.ClC1C=C2C=C(C(OCC)=O)N(CCC3CSC3)C2=C[N:27]=1. (2) Given the product [OH:9][CH2:6][C:7]([N:1]1[CH2:5][CH2:4][CH2:3][CH2:2]1)=[O:8], predict the reactants needed to synthesize it. The reactants are: [NH:1]1[CH2:5][CH2:4][CH2:3][CH2:2]1.[C:6](O)(=[O:9])[CH2:7][OH:8]. (3) Given the product [Cl:1][C:2]1[CH:31]=[CH:30][C:5]([CH2:6][N:7]2[C:15]3[C:10](=[CH:11][C:12](/[CH:16]=[C:17]4/[C:18](=[O:29])[N:19]([CH2:23][C@@H:24]5[CH2:28][CH2:27][CH2:26][N:25]5[CH2:37][CH2:38][OH:39])[C:20](=[O:22])[S:21]/4)=[CH:13][CH:14]=3)[CH:9]=[N:8]2)=[C:4]([C:32]([F:35])([F:33])[F:34])[CH:3]=1, predict the reactants needed to synthesize it. The reactants are: [Cl:1][C:2]1[CH:31]=[CH:30][C:5]([CH2:6][N:7]2[C:15]3[C:10](=[CH:11][C:12](/[CH:16]=[C:17]4/[C:18](=[O:29])[N:19]([CH2:23][C@@H:24]5[CH2:28][CH2:27][CH2:26][NH:25]5)[C:20](=[O:22])[S:21]/4)=[CH:13][CH:14]=3)[CH:9]=[N:8]2)=[C:4]([C:32]([F:35])([F:34])[F:33])[CH:3]=1.Br[CH2:37][CH2:38][OH:39]. (4) Given the product [CH3:3][C:2]([C:6]1[CH:11]=[CH:10][C:9]([S:12]([NH:15][C:16]2[C:21]([O:22][C:23]3[CH:28]=[CH:27][CH:26]=[CH:25][C:24]=3[O:29][CH3:30])=[C:20]([O:43][CH2:42][CH2:41][OH:44])[N:19]=[C:18]([C:32]3[N:37]=[CH:36][CH:35]=[CH:34][N:33]=3)[N:17]=2)(=[O:14])=[O:13])=[CH:8][CH:7]=1)([CH3:5])[CH3:4], predict the reactants needed to synthesize it. The reactants are: [K].[C:2]([C:6]1[CH:11]=[CH:10][C:9]([S:12]([NH:15][C:16]2[C:21]([O:22][C:23]3[CH:28]=[CH:27][CH:26]=[CH:25][C:24]=3[O:29][CH3:30])=[C:20](Cl)[N:19]=[C:18]([C:32]3[N:37]=[CH:36][CH:35]=[CH:34][N:33]=3)[N:17]=2)(=[O:14])=[O:13])=[CH:8][CH:7]=1)([CH3:5])([CH3:4])[CH3:3].[OH-].[Ba+2].[OH-].[CH2:41]([OH:44])[CH2:42][OH:43].